Dataset: Forward reaction prediction with 1.9M reactions from USPTO patents (1976-2016). Task: Predict the product of the given reaction. (1) Given the reactants [I:1][C:2]1[CH:8]=[C:7]([N+:9]([O-:11])=[O:10])[CH:6]=[CH:5][C:3]=1[NH2:4].CN(C)C=O.[H-].[Na+].[C:19]([O:23][C:24](O[C:24]([O:23][C:19]([CH3:22])([CH3:21])[CH3:20])=[O:25])=[O:25])([CH3:22])([CH3:21])[CH3:20], predict the reaction product. The product is: [I:1][C:2]1[CH:8]=[C:7]([N+:9]([O-:11])=[O:10])[CH:6]=[CH:5][C:3]=1[NH:4][C:24](=[O:25])[O:23][C:19]([CH3:22])([CH3:21])[CH3:20]. (2) Given the reactants C([O:3][C:4](=[O:28])/[CH:5]=[CH:6]/[N:7]1[C:11]2[CH:12]=[CH:13][CH:14]=[CH:15][C:10]=2[N:9]([CH2:16][C:17]2[C:26]3[C:21](=[CH:22][CH:23]=[CH:24][CH:25]=3)[CH:20]=[CH:19][CH:18]=2)[C:8]1=[O:27])C.[OH-].[Na+].Cl, predict the reaction product. The product is: [C:17]1([CH2:16][N:9]2[C:10]3[CH:15]=[CH:14][CH:13]=[CH:12][C:11]=3[N:7](/[CH:6]=[CH:5]/[C:4]([OH:28])=[O:3])[C:8]2=[O:27])[C:26]2[C:21](=[CH:22][CH:23]=[CH:24][CH:25]=2)[CH:20]=[CH:19][CH:18]=1.